The task is: Predict the product of the given reaction.. This data is from Forward reaction prediction with 1.9M reactions from USPTO patents (1976-2016). (1) Given the reactants [F:1][C:2]1[CH:7]=[C:6]([C:8]([F:11])([F:10])[F:9])[CH:5]=[CH:4][C:3]=1[C:12]1[C:21]2[CH2:20][CH2:19][CH2:18][CH:17]([CH2:22][C:23]([NH:25][CH3:26])=[O:24])[C:16]=2[CH:15]=[N:14][CH:13]=1.[CH:27]1(CN)[CH2:29][CH2:28]1, predict the reaction product. The product is: [CH:27]1([CH2:26][NH:25][C:23](=[O:24])[CH2:22][CH:17]2[C:16]3[CH:15]=[N:14][CH:13]=[C:12]([C:3]4[CH:4]=[CH:5][C:6]([C:8]([F:9])([F:11])[F:10])=[CH:7][C:2]=4[F:1])[C:21]=3[CH2:20][CH2:19][CH2:18]2)[CH2:29][CH2:28]1. (2) Given the reactants [CH3:1][C:2]1[CH:9]=[CH:8][C:5]([CH:6]=O)=[CH:4][C:3]=1[N+:10]([O-:12])=[O:11].Cl.[NH2:14][OH:15].C([O-])(=O)C.[Na+], predict the reaction product. The product is: [CH3:1][C:2]1[CH:9]=[CH:8][C:5]([CH:6]=[N:14][OH:15])=[CH:4][C:3]=1[N+:10]([O-:12])=[O:11]. (3) Given the reactants [N:1]([CH2:4][C:5]1[CH:10]=[C:9]([O:11][CH3:12])[CH:8]=[CH:7][C:6]=1[N:13]1[C:17]([CH3:18])=[CH:16][C:15]([CH3:19])=[N:14]1)=[N+]=[N-].[H-].[H-].[H-].[H-].[Li+].[Al+3], predict the reaction product. The product is: [CH3:19][C:15]1[CH:16]=[C:17]([CH3:18])[N:13]([C:6]2[CH:7]=[CH:8][C:9]([O:11][CH3:12])=[CH:10][C:5]=2[CH2:4][NH2:1])[N:14]=1. (4) Given the reactants Br[CH2:2][CH2:3][O:4][C:5]1[C:10]([O:11][CH2:12][CH2:13][CH:14]([C:16]2[CH:21]=[CH:20][C:19]([F:22])=[CH:18][CH:17]=2)[CH3:15])=[C:9]([O:23][CH3:24])[C:8]([Cl:25])=[C:7]([CH3:26])[C:6]=1[C:27](=[O:29])[CH3:28].[CH3:30][C@H:31]1[CH2:36][O:35][CH2:34][CH2:33][NH:32]1, predict the reaction product. The product is: [Cl:25][C:8]1[C:7]([CH3:26])=[C:6]([C:27](=[O:29])[CH3:28])[C:5]([O:4][CH2:3][CH2:2][N:32]2[CH2:33][CH2:34][O:35][CH2:36][C@@H:31]2[CH3:30])=[C:10]([O:11][CH2:12][CH2:13][CH:14]([C:16]2[CH:21]=[CH:20][C:19]([F:22])=[CH:18][CH:17]=2)[CH3:15])[C:9]=1[O:23][CH3:24]. (5) The product is: [NH:4]1[C:12]2[C:7](=[CH:8][CH:9]=[CH:10][CH:11]=2)[C:6]([CH:13]2[C:18](=[O:19])[CH2:17][C:16]([CH3:20])([CH3:21])[CH2:15][C:14]2=[O:22])=[CH:5]1. Given the reactants C([N:4]1[C:12]2[C:7](=[CH:8][CH:9]=[CH:10][CH:11]=2)[C:6]([CH:13]2[C:18](=[O:19])[CH2:17][C:16]([CH3:21])([CH3:20])[CH2:15][C:14]2=[O:22])=[CH:5]1)(=O)C.CO.[OH-].[Na+].C, predict the reaction product. (6) The product is: [BrH:1].[BrH:1].[CH3:7][C:8]1[CH:9]=[CH:10][C:11]([NH:14][CH:15]2[CH2:20][CH2:19][NH:18][CH2:17][CH2:16]2)=[N:12][CH:13]=1. Given the reactants [BrH:1].C(O)(=O)C.O.[CH3:7][C:8]1[CH:9]=[CH:10][C:11]([NH:14][CH:15]2[CH2:20][CH2:19][N:18](C(OCC)=O)[CH2:17][CH2:16]2)=[N:12][CH:13]=1.CO, predict the reaction product.